From a dataset of Forward reaction prediction with 1.9M reactions from USPTO patents (1976-2016). Predict the product of the given reaction. (1) Given the reactants F[C:2](F)(F)[C:3]1[N:4]=[C:5]2[CH2:10][NH:9][CH2:8][CH2:7][N:6]2[CH:11]=1.ClCC(=O)C.C(O)C, predict the reaction product. The product is: [CH3:2][C:3]1[N:4]=[C:5]2[CH2:10][NH:9][CH2:8][CH2:7][N:6]2[CH:11]=1. (2) Given the reactants [CH3:1][O:2][C:3]1[CH:39]=[CH:38][C:6]([C:7]([O:9][C@@H:10]2[CH2:15][C@@H:14]([CH2:16][CH2:17][CH2:18][CH:19]=[CH2:20])[O:13][C@@:12]([O:36]C)([C@@H:21]3[CH2:25][S:24][C:23](=[O:26])[N:22]3CC3C=CC(OC)=CC=3)[CH2:11]2)=[O:8])=[CH:5][CH:4]=1.CO[C@]1([C@@H]2CSC(=O)N2CC2C=CC(OC)=CC=2)C[C@H]2C[C@@H](CCCC=CCCC(C)=CC(=O)O2)O1, predict the reaction product. The product is: [CH3:1][O:2][C:3]1[CH:4]=[CH:5][C:6]([C:7]([O:9][C@@H:10]2[CH2:15][C@@H:14]([CH2:16][CH2:17][CH2:18][CH:19]=[CH2:20])[O:13][C@@:12]([OH:36])([C@@H:21]3[CH2:25][S:24][C:23](=[O:26])[NH:22]3)[CH2:11]2)=[O:8])=[CH:38][CH:39]=1. (3) Given the reactants Cl.[CH:2]1([C:5]2[C:10]3[CH2:11][O:12][C@@H:13]4[C@H:17]([C:9]=3[CH:8]=[CH:7][CH:6]=2)[CH2:16][N:15](C(OC(C)(C)C)=O)[CH2:14]4)[CH2:4][CH2:3]1.CO, predict the reaction product. The product is: [CH:2]1([C:5]2[C:10]3[CH2:11][O:12][C@@H:13]4[C@H:17]([C:9]=3[CH:8]=[CH:7][CH:6]=2)[CH2:16][NH:15][CH2:14]4)[CH2:4][CH2:3]1. (4) Given the reactants [NH:1]1[CH:5]=[CH:4][C:3]([CH2:6][N:7]2[C:15]3[C:10](=[C:11]([NH:16][C:17]([C:19]4[N:23]5[CH:24]=[CH:25][CH:26]=[CH:27][C:22]5=[N:21][CH:20]=4)=[O:18])[CH:12]=[CH:13][CH:14]=3)[C:9]([CH2:28][CH3:29])=[N:8]2)=[N:2]1.CN(C=O)C.Br[CH2:36][CH3:37].O.[OH-].[Cs+], predict the reaction product. The product is: [CH2:28]([C:9]1[C:10]2[C:15](=[CH:14][CH:13]=[CH:12][C:11]=2[NH:16][C:17]([C:19]2[N:23]3[CH:24]=[CH:25][CH:26]=[CH:27][C:22]3=[N:21][CH:20]=2)=[O:18])[N:7]([CH2:6][C:3]2[N:2]([CH2:36][CH3:37])[N:1]=[CH:5][CH:4]=2)[N:8]=1)[CH3:29]. (5) Given the reactants BrC1C=CC(OC)=C(OC)C=1.Br[C:13]1[CH:18]=[C:17]([O:19][CH3:20])[C:16]([O:21][CH3:22])=[CH:15][C:14]=1[N+:23]([O-:25])=[O:24].[CH2:26]([O:33][C:34]1[CH:43]=[C:42]2[C:37]([CH:38]=[C:39](Br)[CH2:40][CH2:41]2)=[CH:36][CH:35]=1)[C:27]1[CH:32]=[CH:31][CH:30]=[CH:29][CH:28]=1, predict the reaction product. The product is: [CH2:26]([O:33][C:34]1[CH:43]=[C:42]2[C:37]([CH:38]=[C:39]([C:13]3[CH:18]=[C:17]([O:19][CH3:20])[C:16]([O:21][CH3:22])=[CH:15][C:14]=3[N+:23]([O-:25])=[O:24])[CH2:40][CH2:41]2)=[CH:36][CH:35]=1)[C:27]1[CH:28]=[CH:29][CH:30]=[CH:31][CH:32]=1. (6) Given the reactants [C:1](OC(=O)C)(=[O:3])[CH3:2].[OH:8][C:9]1[CH:17]=[CH:16][C:12]([C:13]([OH:15])=[O:14])=[CH:11][C:10]=1[N+:18]([O-:20])=[O:19].Cl, predict the reaction product. The product is: [C:1]([O:8][C:9]1[CH:17]=[CH:16][C:12]([C:13]([OH:15])=[O:14])=[CH:11][C:10]=1[N+:18]([O-:20])=[O:19])(=[O:3])[CH3:2]. (7) Given the reactants [O:1]=[C:2]1[CH2:7][CH2:6][CH:5]([C:8]([O:10][CH3:11])=[O:9])[CH2:4][CH2:3]1.[BH4-].[Na+], predict the reaction product. The product is: [OH:1][CH:2]1[CH2:3][CH2:4][CH:5]([C:8]([O:10][CH3:11])=[O:9])[CH2:6][CH2:7]1.